From a dataset of Catalyst prediction with 721,799 reactions and 888 catalyst types from USPTO. Predict which catalyst facilitates the given reaction. Reactant: C([S:9][CH2:10][C:11]([O:13][CH:14]([CH3:16])[CH3:15])=[O:12])(=O)C1C=CC=CC=1.N1(O[C:27]2[N:37]=[C:36]([N:38]3[CH2:43][CH2:42][CH:41]([C:44](=[O:56])[NH:45][S:46]([CH2:49][C:50]4[CH:55]=[CH:54][CH:53]=[CH:52][CH:51]=4)(=[O:48])=[O:47])[CH2:40][CH2:39]3)[C:35]([C:57]#[N:58])=[CH:34][C:28]=2C(OCC)=O)C2C=CC=CC=2N=N1.[CH3:59][CH2:60]N(C(C)C)C(C)C.[C:68]([O-:71])([OH:70])=O.[Na+]. Product: [CH2:49]([S:46]([NH:45][C:44]([CH:41]1[CH2:40][CH2:39][N:38]([C:36]2[C:35]([C:57]#[N:58])=[CH:34][C:28]([C:68]([O:71][CH2:59][CH3:60])=[O:70])=[C:27]([S:9][CH2:10][C:11]([O:13][CH:14]([CH3:16])[CH3:15])=[O:12])[N:37]=2)[CH2:43][CH2:42]1)=[O:56])(=[O:47])=[O:48])[C:50]1[CH:51]=[CH:52][CH:53]=[CH:54][CH:55]=1. The catalyst class is: 88.